Dataset: Forward reaction prediction with 1.9M reactions from USPTO patents (1976-2016). Task: Predict the product of the given reaction. (1) Given the reactants [NH2:1][C:2]1[CH:3]=[C:4]([NH:8][C:9](=[O:16])[CH2:10][N:11]([CH2:14][CH3:15])[CH2:12][CH3:13])[CH:5]=[CH:6][CH:7]=1.Cl.[N-:18]=[N+:19]=[N-].[Na+].C([O-])(O)=O.[Na+], predict the reaction product. The product is: [N:1]([C:2]1[CH:3]=[C:4]([NH:8][C:9](=[O:16])[CH2:10][N:11]([CH2:14][CH3:15])[CH2:12][CH3:13])[CH:5]=[CH:6][CH:7]=1)=[N+:18]=[N-:19]. (2) Given the reactants [C:1]1([N:7]2[CH:11]=[CH:10][C:9]([NH:12][C:13]3[CH:18]=[CH:17][C:16]([C:19]([CH3:22])([CH3:21])[CH3:20])=[CH:15][CH:14]=3)=[N:8]2)[CH:6]=[CH:5][CH:4]=[CH:3][CH:2]=1.Br[C:24]1[CH:29]=[CH:28][CH:27]=[C:26]([C:30]2[CH:35]=[CH:34][CH:33]=[CH:32][CH:31]=2)[N:25]=1.CC(C)([O-])C.[Na+].C(P(C(C)(C)C)C1(C)CC1(C1C=CC=CC=1)C1C=CC=CC=1)(C)(C)C.[Cl-].[NH4+], predict the reaction product. The product is: [C:1]1([N:7]2[CH:11]=[CH:10][C:9]([N:12]([C:24]3[CH:29]=[CH:28][CH:27]=[C:26]([C:30]4[CH:31]=[CH:32][CH:33]=[CH:34][CH:35]=4)[N:25]=3)[C:13]3[CH:14]=[CH:15][C:16]([C:19]([CH3:22])([CH3:21])[CH3:20])=[CH:17][CH:18]=3)=[N:8]2)[CH:6]=[CH:5][CH:4]=[CH:3][CH:2]=1. (3) Given the reactants [S:1]1[C:9]2[CH2:8][CH2:7][NH:6][CH2:5][C:4]=2[CH:3]=[CH:2]1.[C:10](O[C:10]([O:12][C:13]([CH3:16])([CH3:15])[CH3:14])=[O:11])([O:12][C:13]([CH3:16])([CH3:15])[CH3:14])=[O:11].C(N(CC)CC)C, predict the reaction product. The product is: [S:1]1[C:9]2[CH2:8][CH2:7][N:6]([C:10]([O:12][C:13]([CH3:16])([CH3:15])[CH3:14])=[O:11])[CH2:5][C:4]=2[CH:3]=[CH:2]1. (4) Given the reactants [CH2:1]([N:8]1[CH2:13][CH2:12][NH:11][CH2:10][CH2:9]1)[C:2]1[CH:7]=[CH:6][CH:5]=[CH:4][CH:3]=1.[C:14]([N:21]1[CH2:24][C:23](=O)[CH2:22]1)([O:16][C:17]([CH3:20])([CH3:19])[CH3:18])=[O:15].C(O)(=O)C, predict the reaction product. The product is: [CH2:1]([N:8]1[CH2:13][CH2:12][N:11]([CH:23]2[CH2:22][N:21]([C:14]([O:16][C:17]([CH3:20])([CH3:19])[CH3:18])=[O:15])[CH2:24]2)[CH2:10][CH2:9]1)[C:2]1[CH:3]=[CH:4][CH:5]=[CH:6][CH:7]=1. (5) Given the reactants [Br:1][C:2]1[C:3]([CH2:11][CH3:12])=[C:4]([CH2:8][CH2:9][NH2:10])[CH:5]=[CH:6][CH:7]=1.CCN(CC)CC.C(Cl)Cl.[F:23][C:24]([F:35])([F:34])[C:25](O[C:25](=[O:26])[C:24]([F:35])([F:34])[F:23])=[O:26], predict the reaction product. The product is: [Br:1][C:2]1[C:3]([CH2:11][CH3:12])=[C:4]([CH2:8][CH2:9][NH:10][C:25](=[O:26])[C:24]([F:35])([F:34])[F:23])[CH:5]=[CH:6][CH:7]=1.